From a dataset of Full USPTO retrosynthesis dataset with 1.9M reactions from patents (1976-2016). Predict the reactants needed to synthesize the given product. (1) Given the product [Cl:34][C:20]1[C:21]([NH:23][C:24]2[CH:33]=[CH:32][CH:31]=[CH:30][C:25]=2[C:26]([NH:28][CH3:29])=[O:27])=[N:22][C:17]([NH:1][C:2]2[CH:15]=[CH:14][C:5]3[C:6]([CH3:13])([CH3:12])[NH:7][C:8](=[O:11])[CH2:9][CH2:10][C:4]=3[CH:3]=2)=[N:18][CH:19]=1, predict the reactants needed to synthesize it. The reactants are: [NH2:1][C:2]1[CH:15]=[CH:14][C:5]2[C:6]([CH3:13])([CH3:12])[NH:7][C:8](=[O:11])[CH2:9][CH2:10][C:4]=2[CH:3]=1.Cl[C:17]1[N:22]=[C:21]([NH:23][C:24]2[CH:33]=[CH:32][CH:31]=[CH:30][C:25]=2[C:26]([NH:28][CH3:29])=[O:27])[C:20]([Cl:34])=[CH:19][N:18]=1. (2) Given the product [CH:1]1([CH2:4][N:5]2[C:13]3[N:12]=[C:11]([CH2:14][C:15]4[CH:16]=[CH:17][C:18]([NH:21][CH:33]([CH3:35])[CH3:32])=[CH:19][CH:20]=4)[NH:10][C:9]=3[C:8](=[O:22])[N:7]([CH2:23][C:24]3[CH:29]=[CH:28][CH:27]=[CH:26][C:25]=3[F:30])[C:6]2=[O:31])[CH2:3][CH2:2]1, predict the reactants needed to synthesize it. The reactants are: [CH:1]1([CH2:4][N:5]2[C:13]3[N:12]=[C:11]([CH2:14][C:15]4[CH:20]=[CH:19][C:18]([NH2:21])=[CH:17][CH:16]=4)[NH:10][C:9]=3[C:8](=[O:22])[N:7]([CH2:23][C:24]3[CH:29]=[CH:28][CH:27]=[CH:26][C:25]=3[F:30])[C:6]2=[O:31])[CH2:3][CH2:2]1.[CH3:32][C:33]([CH3:35])=O.C([BH3-])#N.[Na+].C(O)(=O)C. (3) Given the product [CH3:16][O:15][N:14]=[C:12]1[CH2:11][C@@H:10]([CH2:17][CH2:18][C:19]([N:28]2[CH2:33][CH2:32][O:31][CH2:30][CH2:29]2)=[O:21])[N:9]([C:7]([C:4]2[CH:5]=[CH:6][C:1]([C:22]3[CH:23]=[CH:24][CH:25]=[CH:26][CH:27]=3)=[CH:2][CH:3]=2)=[O:8])[CH2:13]1, predict the reactants needed to synthesize it. The reactants are: [C:1]1([C:22]2[CH:27]=[CH:26][CH:25]=[CH:24][CH:23]=2)[CH:6]=[CH:5][C:4]([C:7]([N:9]2[CH2:13][C:12](=[N:14][O:15][CH3:16])[CH2:11][C@H:10]2[CH2:17][CH2:18][C:19]([OH:21])=O)=[O:8])=[CH:3][CH:2]=1.[NH:28]1[CH2:33][CH2:32][O:31][CH2:30][CH2:29]1. (4) Given the product [CH:47]1([C:50]2[CH:58]=[CH:57][CH:56]=[C:55]([F:59])[C:51]=2[C:52]([NH:44][C@H:40]2[CH2:41][CH2:42][CH2:43][C@@H:39]2[NH:38][C:35]2[CH:34]=[N:33][C:32]([C:31]([F:30])([F:45])[F:46])=[CH:37][N:36]=2)=[O:53])[CH2:48][CH2:49]1, predict the reactants needed to synthesize it. The reactants are: FC(F)C1C=CC=CC=1C(N[C@H]1CCC[C@@H]1NC1C=NC(C(F)(F)F)=CN=1)=O.Cl.[F:30][C:31]([F:46])([F:45])[C:32]1[N:33]=[CH:34][C:35]([NH:38][C@H:39]2[CH2:43][CH2:42][CH2:41][C@@H:40]2[NH2:44])=[N:36][CH:37]=1.[CH:47]1([C:50]2[CH:58]=[CH:57][CH:56]=[C:55]([F:59])[C:51]=2[C:52](O)=[O:53])[CH2:49][CH2:48]1.C(Cl)CCl.N1C2C(=NC=CC=2)N(O)N=1.C(N(CC)CC)C. (5) Given the product [CH3:1][N:2]1[C:10]2[C:5](=[CH:6][C:7]([NH:11][C:12]([NH:14][C:15]3[CH:16]=[C:17]([CH:36]=[CH:37][CH:38]=3)[O:18][C:19]3[CH:24]=[CH:23][N:22]=[C:21]([C:25]([NH:27][C:28]4[CH:29]=[N:30][CH:35]=[CH:34][CH:33]=4)=[O:26])[CH:20]=3)=[O:13])=[CH:8][CH:9]=2)[CH:4]=[N:3]1, predict the reactants needed to synthesize it. The reactants are: [CH3:1][N:2]1[C:10]2[C:5](=[CH:6][C:7]([NH:11][C:12]([NH:14][C:15]3[CH:16]=[C:17]([CH:36]=[CH:37][CH:38]=3)[O:18][C:19]3[CH:24]=[CH:23][N:22]=[C:21]([C:25]([NH:27][CH2:28][CH2:29][N:30]4[CH2:35][CH2:34][CH2:33]CC4)=[O:26])[CH:20]=3)=[O:13])=[CH:8][CH:9]=2)[CH:4]=[N:3]1.NCCN1CCCCC1. (6) Given the product [CH2:1]([O:3][C:4]([N:6]1[CH2:7][CH2:8][N:9]([C:12](=[O:43])[C@@H:13]([NH:23][C:24]([C:26]2[CH:30]=[C:29]([O:31][C@H:32]([CH3:33])[C:34]([N:74]3[CH2:75][CH2:76][CH2:77][C@H:73]3[C:72]([O:71][CH2:64][C:65]3[CH:70]=[CH:69][CH:68]=[CH:67][CH:66]=3)=[O:78])=[O:36])[N:28]([C:37]3[CH:42]=[CH:41][CH:40]=[CH:39][CH:38]=3)[N:27]=2)=[O:25])[CH2:14][CH2:15][C:16]([O:18][C:19]([CH3:20])([CH3:21])[CH3:22])=[O:17])[CH2:10][CH2:11]1)=[O:5])[CH3:2], predict the reactants needed to synthesize it. The reactants are: [CH2:1]([O:3][C:4]([N:6]1[CH2:11][CH2:10][N:9]([C:12](=[O:43])[C@@H:13]([NH:23][C:24]([C:26]2[CH:30]=[C:29]([O:31][C@@H:32]([C:34]([OH:36])=O)[CH3:33])[N:28]([C:37]3[CH:42]=[CH:41][CH:40]=[CH:39][CH:38]=3)[N:27]=2)=[O:25])[CH2:14][CH2:15][C:16]([O:18][C:19]([CH3:22])([CH3:21])[CH3:20])=[O:17])[CH2:8][CH2:7]1)=[O:5])[CH3:2].C1C=CC2N(O)N=NC=2C=1.CCN(C(C)C)C(C)C.Cl.[CH2:64]([O:71][C:72](=[O:78])[C@@H:73]1[CH2:77][CH2:76][CH2:75][NH:74]1)[C:65]1[CH:70]=[CH:69][CH:68]=[CH:67][CH:66]=1. (7) Given the product [CH2:22]([NH:21][C:19]([C:13]1[CH:12]=[C:11]2[C:16]([CH:17]=[N:18][C:9]([NH:8][C@H:5]3[CH2:4][CH2:3][C@H:2]([NH:1][C:29](=[O:31])[CH:38]([CH3:39])[CH3:41])[CH2:7][CH2:6]3)=[N:10]2)=[CH:15][CH:14]=1)=[O:20])[C:23]1[CH:24]=[CH:25][CH:26]=[CH:27][CH:28]=1, predict the reactants needed to synthesize it. The reactants are: [NH2:1][C@H:2]1[CH2:7][CH2:6][C@H:5]([NH:8][C:9]2[N:18]=[CH:17][C:16]3[C:11](=[CH:12][C:13]([C:19]([NH:21][CH2:22][C:23]4[CH:28]=[CH:27][CH:26]=[CH:25][CH:24]=4)=[O:20])=[CH:14][CH:15]=3)[N:10]=2)[CH2:4][CH2:3]1.[C:29](Cl)(=[O:31])C.C(N([CH2:38][CH3:39])CC)C.Cl[CH:41](Cl)C.C(COC)OC.